The task is: Predict the reaction yield, written as a fraction of the theoretical maximum amount of product (1.0 means a 100% yield; for example, 0.34 means a 34% yield).. This data is from Reaction yield outcomes from USPTO patents with 853,638 reactions. The reactants are C([O:4][C@H:5]1[C@@H:10]([O:11]C(=O)C)[C@H:9]([O:15]C(=O)C)[C@@H:8]([CH2:19][O:20]C(=O)C)[O:7][C@@H:6]1[N:24]=[N+:25]=[N-:26])(=O)C.C[O-].[Na+]. The catalyst is CO. The yield is 0.990. The product is [C@H:6]1([N:24]=[N+:25]=[N-:26])[O:7][C@H:8]([CH2:19][OH:20])[C@@H:9]([OH:15])[C@H:10]([OH:11])[C@@H:5]1[OH:4].